This data is from Full USPTO retrosynthesis dataset with 1.9M reactions from patents (1976-2016). The task is: Predict the reactants needed to synthesize the given product. (1) The reactants are: [Br:1][C:2]1[CH:3]=[C:4]([C:8]([OH:10])=O)[CH:5]=[N:6][CH:7]=1.C(Cl)(=O)C(Cl)=O.[NH2:17][C:18]1[N:48]=[C:21]2[CH:22]=[CH:23][C:24]([O:26][C:27]3[CH:28]=[C:29]([NH:34][C:35](=[O:47])[C:36]4[CH:41]=[CH:40][CH:39]=[C:38]([C:42]([C:45]#[N:46])([CH3:44])[CH3:43])[CH:37]=4)[CH:30]=[CH:31][C:32]=3[CH3:33])=[CH:25][N:20]2[N:19]=1.C(=O)([O-])[O-].[K+].[K+].C(=O)([O-])O.[Na+]. Given the product [Br:1][C:2]1[CH:3]=[C:4]([C:8]([NH:17][C:18]2[N:48]=[C:21]3[CH:22]=[CH:23][C:24]([O:26][C:27]4[CH:28]=[C:29]([NH:34][C:35]([C:36]5[CH:41]=[CH:40][CH:39]=[C:38]([C:42]([C:45]#[N:46])([CH3:43])[CH3:44])[CH:37]=5)=[O:47])[CH:30]=[CH:31][C:32]=4[CH3:33])=[CH:25][N:20]3[N:19]=2)=[O:10])[CH:5]=[N:6][CH:7]=1, predict the reactants needed to synthesize it. (2) Given the product [CH3:39][C:40]1[CH:41]=[C:42]([NH:46][C:24]([N:13]2[C@@H:14]3[CH2:18][N:17]([CH2:16][CH2:15]3)[C:11]3[CH:10]=[CH:9][C:8]([C:6]4[CH:5]=[CH:4][N:3]=[C:2]([CH3:1])[CH:7]=4)=[N:19][C:12]2=3)=[O:30])[CH:43]=[N:44][CH:45]=1, predict the reactants needed to synthesize it. The reactants are: [CH3:1][C:2]1[CH:7]=[C:6]([C:8]2[CH:9]=[CH:10][C:11]3[N:17]4[CH2:18][C@H:14]([CH2:15][CH2:16]4)[NH:13][C:12]=3[N:19]=2)[CH:5]=[CH:4][N:3]=1.ClC(Cl)(O[C:24](=[O:30])OC(Cl)(Cl)Cl)Cl.CCN(CC)CC.[CH3:39][C:40]1[CH:41]=[C:42]([NH2:46])[CH:43]=[N:44][CH:45]=1. (3) Given the product [N:1]1([C:9]2[CH:10]=[N:11][CH:12]=[CH:13][CH:14]=2)[CH:5]=[CH:4][N:3]=[CH:2]1, predict the reactants needed to synthesize it. The reactants are: [NH:1]1[CH:5]=[CH:4][N:3]=[CH:2]1.[H-].[Na+].F[C:9]1[CH:10]=[N:11][CH:12]=[CH:13][CH:14]=1.C(=O)(O)[O-].[Na+]. (4) Given the product [C:22]([C:9]1[CH:10]=[N:11][C:12]2[C:17]([C:8]=1[C:4]1[CH:3]=[C:2]([NH:1][C:31]([NH:30][C:33]3[CH:42]=[CH:41][CH:40]=[CH:39][C:34]=3[C:35]([O:37][CH3:38])=[O:36])=[O:32])[CH:7]=[CH:6][CH:5]=1)=[CH:16][CH:15]=[CH:14][C:13]=2[C:18]([F:21])([F:19])[F:20])(=[O:23])[C:24]1[CH:25]=[CH:26][CH:27]=[CH:28][CH:29]=1, predict the reactants needed to synthesize it. The reactants are: [NH2:1][C:2]1[CH:3]=[C:4]([C:8]2[C:17]3[C:12](=[C:13]([C:18]([F:21])([F:20])[F:19])[CH:14]=[CH:15][CH:16]=3)[N:11]=[CH:10][C:9]=2[C:22]([C:24]2[CH:29]=[CH:28][CH:27]=[CH:26][CH:25]=2)=[O:23])[CH:5]=[CH:6][CH:7]=1.[N:30]([C:33]1[CH:42]=[CH:41][CH:40]=[CH:39][C:34]=1[C:35]([O:37][CH3:38])=[O:36])=[C:31]=[O:32]. (5) Given the product [CH3:17][C:9]1([C:12]([OH:14])=[O:13])[CH2:10][CH2:11][N:7]([C:1]2[CH:2]=[CH:3][CH:4]=[CH:5][CH:6]=2)[C:8]1=[O:15], predict the reactants needed to synthesize it. The reactants are: [C:1]1([N:7]2[CH2:11][CH2:10][CH:9]([C:12]([OH:14])=[O:13])[C:8]2=[O:15])[CH:6]=[CH:5][CH:4]=[CH:3][CH:2]=1.[Li+].[CH3:17]C([N-]C(C)C)C.IC.O. (6) Given the product [CH2:1]([O:8][CH2:9][CH:10]1[CH2:11][C:12]2([CH2:14][O:17]2)[O:13]1)[C:2]1[CH:7]=[CH:6][CH:5]=[CH:4][CH:3]=1, predict the reactants needed to synthesize it. The reactants are: [CH2:1]([O:8][CH2:9][CH:10]1[O:13][C:12](=[CH2:14])[CH2:11]1)[C:2]1[CH:7]=[CH:6][CH:5]=[CH:4][CH:3]=1.CC1(C)O[O:17]1. (7) The reactants are: [CH3:1][Mg]Br.[Br:4][C:5]1[CH:6]=[C:7]2[C:11](=[CH:12][CH:13]=1)[N:10]([CH:14]1[CH2:19][CH2:18][C:17](=[O:20])[CH2:16][CH2:15]1)[CH:9]=[CH:8]2. Given the product [Br:4][C:5]1[CH:6]=[C:7]2[C:11](=[CH:12][CH:13]=1)[N:10]([CH:14]1[CH2:15][CH2:16][C:17]([CH3:1])([OH:20])[CH2:18][CH2:19]1)[CH:9]=[CH:8]2, predict the reactants needed to synthesize it.